Dataset: Reaction yield outcomes from USPTO patents with 853,638 reactions. Task: Predict the reaction yield, written as a fraction of the theoretical maximum amount of product (1.0 means a 100% yield; for example, 0.34 means a 34% yield). (1) The reactants are C(O)(C(F)(F)F)=O.[CH3:8][O:9][C:10]([CH2:12][NH:13][C:14]1[N:19]=[CH:18][C:17](/[CH:20]=[CH:21]/[C:22]([O:24]C(C)(C)C)=[O:23])=[CH:16][CH:15]=1)=[O:11].C(Cl)[Cl:30]. No catalyst specified. The product is [ClH:30].[CH3:8][O:9][C:10]([CH2:12][NH:13][C:14]1[N:19]=[CH:18][C:17](/[CH:20]=[CH:21]/[C:22]([OH:24])=[O:23])=[CH:16][CH:15]=1)=[O:11]. The yield is 1.00. (2) The reactants are [O:1]1[CH2:6][CH2:5][N:4]([CH2:7][CH2:8][O:9][C:10]2[CH:15]=[CH:14][C:13]([C:16]3[CH:17]=[CH:18][C:19]([CH2:22][C:23](OC)=[O:24])=[N:20][CH:21]=3)=[CH:12][CH:11]=2)[CH2:3][CH2:2]1.[CH2:27]([NH2:34])[C:28]1[CH:33]=[CH:32][CH:31]=[CH:30][CH:29]=1.C1(OC)C=CC=CC=1. The catalyst is C1(C)C=CC=CC=1. The product is [O:1]1[CH2:2][CH2:3][N:4]([CH2:7][CH2:8][O:9][C:10]2[CH:11]=[CH:12][C:13]([C:16]3[CH:17]=[CH:18][C:19]([CH2:22][C:23]([NH:34][CH2:27][C:28]4[CH:33]=[CH:32][CH:31]=[CH:30][CH:29]=4)=[O:24])=[N:20][CH:21]=3)=[CH:14][CH:15]=2)[CH2:5][CH2:6]1. The yield is 0.810. (3) The reactants are [C:1]([O:5][C:6]([N:8]1[CH2:13][CH2:12][C:11]2[NH:14][N:15]=[C:16]([C:17]3[CH:22]=[CH:21][C:20]([Cl:23])=[C:19]([CH3:24])[CH:18]=3)[C:10]=2[CH2:9]1)=[O:7])([CH3:4])([CH3:3])[CH3:2].[CH2:25]([CH:27]1[O:29][CH2:28]1)Cl.C(=O)([O-])[O-].[Cs+].[Cs+]. The catalyst is CN(C=O)C.CCOC(C)=O. The product is [C:1]([O:5][C:6]([N:8]1[CH2:13][CH2:12][C:11]2[N:14]([CH2:25][CH:27]3[CH2:28][O:29]3)[N:15]=[C:16]([C:17]3[CH:22]=[CH:21][C:20]([Cl:23])=[C:19]([CH3:24])[CH:18]=3)[C:10]=2[CH2:9]1)=[O:7])([CH3:4])([CH3:3])[CH3:2]. The yield is 0.570. (4) The reactants are [CH2:1]([O:3][C:4]([C@@H:6]1[CH2:10][CH:9]([O:11][Si:12]([C:15]([CH3:18])([CH3:17])[CH3:16])([CH3:14])[CH3:13])[CH2:8][C@H:7]1[C:19](O)=[O:20])=[O:5])[CH3:2].O. The catalyst is O1CCCC1. The product is [CH2:1]([O:3][C:4]([C@@H:6]1[CH2:10][CH:9]([O:11][Si:12]([C:15]([CH3:17])([CH3:16])[CH3:18])([CH3:13])[CH3:14])[CH2:8][C@H:7]1[CH2:19][OH:20])=[O:5])[CH3:2]. The yield is 0.730. (5) The reactants are Br[CH:2]([C:9](=[O:14])[C:10]([CH3:13])([CH3:12])[CH3:11])[C:3](=O)[C:4]([CH3:7])([CH3:6])[CH3:5].[NH2:15][C:16]([NH2:18])=[S:17].C(=O)([O-])O.[Na+]. The catalyst is C(O)C. The product is [NH2:18][C:16]1[S:17][C:2]([C:9](=[O:14])[C:10]([CH3:13])([CH3:12])[CH3:11])=[C:3]([C:4]([CH3:7])([CH3:6])[CH3:5])[N:15]=1. The yield is 0.945. (6) The reactants are Br[C:2]1[CH:3]=[C:4]([N:22]([CH2:29][CH3:30])[CH:23]2[CH2:28][CH2:27][O:26][CH2:25][CH2:24]2)[C:5]([CH3:21])=[C:6]([CH:20]=1)[C:7]([NH:9][CH2:10][C:11]1[C:12](=[O:19])[NH:13][C:14]([CH3:18])=[CH:15][C:16]=1[CH3:17])=[O:8].[CH3:31][N:32]1[CH:36]=[C:35](B(O)O)[CH:34]=[N:33]1.C([O-])([O-])=O.[Na+].[Na+]. The catalyst is O1CCOCC1.O.C1C=CC([P]([Pd]([P](C2C=CC=CC=2)(C2C=CC=CC=2)C2C=CC=CC=2)([P](C2C=CC=CC=2)(C2C=CC=CC=2)C2C=CC=CC=2)[P](C2C=CC=CC=2)(C2C=CC=CC=2)C2C=CC=CC=2)(C2C=CC=CC=2)C2C=CC=CC=2)=CC=1. The product is [CH3:17][C:16]1[CH:15]=[C:14]([CH3:18])[NH:13][C:12](=[O:19])[C:11]=1[CH2:10][NH:9][C:7](=[O:8])[C:6]1[CH:20]=[C:2]([C:35]2[CH:34]=[N:33][N:32]([CH3:31])[CH:36]=2)[CH:3]=[C:4]([N:22]([CH2:29][CH3:30])[CH:23]2[CH2:28][CH2:27][O:26][CH2:25][CH2:24]2)[C:5]=1[CH3:21]. The yield is 0.500.